This data is from Reaction yield outcomes from USPTO patents with 853,638 reactions. The task is: Predict the reaction yield, written as a fraction of the theoretical maximum amount of product (1.0 means a 100% yield; for example, 0.34 means a 34% yield). (1) The reactants are [F:1][C:2]1[CH:3]=[C:4]([CH:32]=[C:33]([F:35])[CH:34]=1)[CH2:5][C@H:6]([NH:24]C(=O)OC(C)(C)C)[C@H:7]([OH:23])[CH2:8][NH:9][CH:10]1[C:19]2[C:14](=[CH:15][CH:16]=[C:17]([CH2:20][CH3:21])[CH:18]=2)[N:13]([CH3:22])[CH2:12][CH2:11]1.Cl. The catalyst is CO.CCOCC. The product is [NH2:24][C@@H:6]([CH2:5][C:4]1[CH:3]=[C:2]([F:1])[CH:34]=[C:33]([F:35])[CH:32]=1)[C@H:7]([OH:23])[CH2:8][NH:9][CH:10]1[C:19]2[C:14](=[CH:15][CH:16]=[C:17]([CH2:20][CH3:21])[CH:18]=2)[N:13]([CH3:22])[CH2:12][CH2:11]1. The yield is 0.780. (2) The reactants are [CH:1]([NH:4][CH:5]([CH3:7])C)([CH3:3])C.N#N.[Li]CCCC.FC1[C:21]([I:22])=CC=CN=1.[CH:23](OCC)=[O:24].[CH3:28][O-:29].[Na+]. The catalyst is C1COCC1.CO. The product is [I:22][C:21]1[C:3]([CH:23]=[O:24])=[C:1]([O:29][CH3:28])[N:4]=[CH:5][CH:7]=1. The yield is 0.640. (3) No catalyst specified. The product is [F:7][C:8]1[CH:9]=[CH:10][CH:11]=[C:12]2[C:17]=1[N:16]=[C:15]([C:18]1[CH:23]=[CH:22][CH:21]=[CH:20][C:19]=1[S:3]([CH3:39])(=[O:5])=[O:2])[C:14]([C@@H:26]([N:28]1[C:36](=[O:37])[C:35]3[C:30](=[CH:31][CH:32]=[CH:33][CH:34]=3)[C:29]1=[O:38])[CH3:27])=[CH:13]2. The yield is 0.970. The reactants are O[O:2][S:3]([O-:5])=O.[K+].[F:7][C:8]1[CH:9]=[CH:10][CH:11]=[C:12]2[C:17]=1[N:16]=[C:15]([C:18]1[CH:23]=[CH:22][CH:21]=[CH:20][C:19]=1SC)[C:14]([C@@H:26]([N:28]1[C:36](=[O:37])[C:35]3[C:30](=[CH:31][CH:32]=[CH:33][CH:34]=3)[C:29]1=[O:38])[CH3:27])=[CH:13]2.[CH2:39](Cl)Cl. (4) The reactants are Cl[C:2]1[N:7]=[C:6]([Cl:8])[N:5]=[C:4]([NH:9][C:10]2[CH:15]=[CH:14][C:13]([Cl:16])=[CH:12][CH:11]=2)[N:3]=1.[CH2:17]1[O:26][C:25]2[CH:24]=[CH:23][C:21]([NH2:22])=[CH:20][C:19]=2[O:18]1. No catalyst specified. The product is [O:26]1[C:25]2[CH:24]=[CH:23][C:21]([NH:22][C:2]3[N:3]=[C:4]([NH:9][C:10]4[CH:15]=[CH:14][C:13]([Cl:16])=[CH:12][CH:11]=4)[N:5]=[C:6]([Cl:8])[N:7]=3)=[CH:20][C:19]=2[O:18][CH2:17]1. The yield is 0.650. (5) The reactants are [F:1][C:2]([F:48])([F:47])[S:3](OC1C(C)(C)[C@H]2[C@](C)(CC=1)[C@@H]1[C@](C)([C@@]3(C)[C@H](CC1)[C@H]1[C@H](C(C)=C)CC[C@]1(NCCN1CCS(=O)(=O)CC1)CC3)CC2)(=[O:5])=[O:4].[O:49]=[C:50]1[CH2:54][CH2:53][CH:52]([CH2:55][C:56]([O:58][CH3:59])=[O:57])[CH2:51]1. No catalyst specified. The product is [F:1][C:2]([F:48])([F:47])[S:3]([O:49][C:50]1[CH2:51][CH:52]([CH2:55][C:56]([O:58][CH3:59])=[O:57])[CH2:53][CH:54]=1)(=[O:5])=[O:4]. The yield is 0.501. (6) The reactants are [Cl:1][C:2]1[CH:3]=[C:4]([S:8](Cl)(=[O:10])=[O:9])[CH:5]=[CH:6][CH:7]=1.[CH2:12]([O:14][C:15](=[O:23])[C:16]1[CH:21]=[CH:20][CH:19]=[C:18]([NH2:22])[CH:17]=1)[CH3:13]. The catalyst is C1(C)C=CC=CC=1. The product is [CH2:12]([O:14][C:15](=[O:23])[C:16]1[CH:21]=[CH:20][CH:19]=[C:18]([NH:22][S:8]([C:4]2[CH:5]=[CH:6][CH:7]=[C:2]([Cl:1])[CH:3]=2)(=[O:10])=[O:9])[CH:17]=1)[CH3:13]. The yield is 0.980. (7) The reactants are [Cl:1][C:2]1[CH:10]=[CH:9][C:5]([C:6](Cl)=[O:7])=[CH:4][C:3]=1[C:11]1[O:15][N:14]=[C:13]([CH2:16][N:17]2[C:25]3[C:20](=[C:21]([C:28]([F:31])([F:30])[F:29])[C:22]([C:26]#[N:27])=[CH:23][CH:24]=3)[CH:19]=[C:18]2[CH2:32][CH2:33][CH3:34])[N:12]=1.[NH3:35]. The catalyst is CO. The product is [Cl:1][C:2]1[CH:10]=[CH:9][C:5]([C:6]([NH2:35])=[O:7])=[CH:4][C:3]=1[C:11]1[O:15][N:14]=[C:13]([CH2:16][N:17]2[C:25]3[C:20](=[C:21]([C:28]([F:29])([F:30])[F:31])[C:22]([C:26]#[N:27])=[CH:23][CH:24]=3)[CH:19]=[C:18]2[CH2:32][CH2:33][CH3:34])[N:12]=1. The yield is 0.580.